From a dataset of Drug-target binding data from BindingDB using IC50 measurements. Regression. Given a target protein amino acid sequence and a drug SMILES string, predict the binding affinity score between them. We predict pIC50 (pIC50 = -log10(IC50 in M); higher means more potent). Dataset: bindingdb_ic50. (1) The small molecule is N#C[C@]1(NC(=O)[C@@H]([NH3+])Cc2ccccc2F)C[C@H]1c1ccccc1. The target protein (Q61096) has sequence MSGSYPSPKGIHPFLLLALVVGGAVQASKIVGGHEARPHSRPYVASLQLSRFPGSHFCGGTLIHPRFVLTAAHCLQDISWQLVTVVLGAHDLLSSEPEQQKFTISQVFQNNYNPEENLNDVLLLQLNRTASLGKEVAVASLPQQDQTLSQGTQCLAMGWGRLGTQAPTPRVLQELNVTVVTFLCREHNVCTLVPRRAAGICFGDSGGPLICNGILHGVDSFVIRECASLQFPDFFARVSMYVDWIQNVLRGAEP. The pIC50 is 5.3. (2) The small molecule is CC(=O)N(c1nc(-c2cccc([N+](=O)[O-])c2)no1)C(C)C. The target protein sequence is MACSFSRGSSCFPLAIIVSLGCLFRDFSIAKEEATKLGTVIGIDLGTTYSCVGVYKNGHVEIIANDQGNRITPSWSFTDSERLIGEAAKNLAAVNPERVIFDVKRLIGRKFEDKEVQRDMKLVPYKIVNKDGKPYIQEKIKDGETKVFSPEEISAMILTKMKETAEAFLGKKINDAVAYFNDAQRQATKDAGVIAGLNVARIINEPTAAAIAYGLDKKGGEKNILVFDLGGGTFDVSILTIDNGVFEVLATNGDTHLGGEDFDQRIMEYFIKLINKKHKKDISKDSRALSKLRREAERAKRALSSQHQVRVEIESLFDGVDFSEPLTRARFEELNNDLFRKTMGPVKKAMEDAGLQKNQIDEIVLVGGSTRIPKVQQLLKDYFDGKEPNKGVNADEAVAYGAAVQGSILSGEGGEETKDILLLDVAALTLGIETVGGVMTKLIPRNTVIPTKKSQVFTTYQDQQSTVSIQVFEGERSLTKDCRLLGKFELSGIPPAPRGT.... The pIC50 is 4.2. (3) The compound is CC(C)[C@H](NC(=O)[C@@H](C)NC(=O)OCc1ccccc1)C(=O)NN(CC(N)=O)C(=O)C=CC(=O)N1CCCc2ccccc21. The target protein sequence is MLSLRSILSLLALASLFLVASGTSVPTSKSQASADAKLWALLVAGSNGYYNYRHQADICHAYHVLHNHGIPDERIVVMMYDDIAHDPSNPTPGIIINHLNGSNVYAGVPKDYTGDLVTPKNFLSILQGKKIKGGSGKVIASGPNDHVFVFFADHGAPGLIAFPNDDLQATNLSRVIKRMHKQKKFGKLVFYVEACESGSMFENLLPDDINVYATTAANSDESSYACYYDDLRQTYLGDVYSVNWMEDSDREDLHKETLLKQFKIVRSETNTSHVMEFGDLKIANLKVSEFQGAKSTPPIVLPKAPLDAVDSRDVPIAIVRKKLQKATDPQIKLSLKHELDQMLRNRAFLKEKMVEIVSFVALGDAEKTEQLLKAKIPLRDHTCYEQAVRYFDTTCFELSANPHALAHLRLLVNMCEEKISVSEIREAMDNVCTHPTVIGIV. The pIC50 is 7.9. (4) The small molecule is Cc1cn([C@H]2C[C@H](CO)N(CP(=O)(O)O)C2)c(=O)[nH]c1=O. The target protein (Q5FVR2) has sequence MAAPGTPPPLAPETAGADSGGGSGEHRQLPELIRLKRNGGHLSEADIRNFVHALMDGRAQDTQIGAMLMAIRLQGMDLEETSVLTQALAESGQQLEWPKAWHQQLVDKHSTGGVGDKVSLVLAPALAACGCKVPMISGRSLGHTGGTLDKLESIPGFSVTQSPEQMLQILEEVGCCIVGQSEKLVPADGILYAARDVTATVDSVPLITASILSKKAVEGLSTLVVDVKFGGAAVFPDQEKARELAKMLVRVGMGLGLQVAAALTAMDNPLGRNVGHTLEVEEALLCLDGAGPPDLRDLVIRLGGAILWLSGQAETQDQGAARVAAALDDGSALHRFQLMLSAQGVDPGLARALCSGSPTQRRQLLPHARKQEELLSPADGIVECVRALPLACVLHELGAGRSRAGQPIRPGVGAELLVDVGQWLSRGTPWLRVHLDGPALSSQQRRTLLGALVLSDRAPFKAPSPFAELVLPPTTP. The pIC50 is 6.6. (5) The small molecule is CC(=O)[C@@]1(C)CC[C@H]2[C@@H](CCC3=CC(=O)CC[C@@]32C)[C@@H]1CC#N. The pIC50 is 6.4. The target protein (P11511) has sequence MVLEMLNPIHYNITSIVPEAMPAATMPVLLLTGLFLLVWNYEGTSSIPGPGYCMGIGPLISHGRFLWMGIGSACNYYNRVYGEFMRVWISGEETLIISKSSSMFHIMKHNHYSSRFGSKLGLQCIGMHEKGIIFNNNPELWKTTRPFFMKALSGPGLVRMVTVCAESLKTHLDRLEEVTNESGYVDVLTLLRRVMLDTSNTLFLRIPLDESAIVVKIQGYFDAWQALLIKPDIFFKISWLYKKYEKSVKDLKDAIEVLIAEKRRRISTEEKLEECMDFATELILAEKRGDLTRENVNQCILEMLIAAPDTMSVSLFFMLFLIAKHPNVEEAIIKEIQTVIGERDIKIDDIQKLKVMENFIYESMRYQPVVDLVMRKALEDDVIDGYPVKKGTNIILNIGRMHRLEFFPKPNEFTLENFAKNVPYRYFQPFGFGPRGCAGKYIAMVMMKAILVTLLRRFHVKTLQGQCVESIQKIHDLSLHPDETKNMLEMIFTPRNSDRC....